Predict the reactants needed to synthesize the given product. From a dataset of Full USPTO retrosynthesis dataset with 1.9M reactions from patents (1976-2016). (1) The reactants are: [C:1]([O:5][C:6](=[O:26])[N:7]([CH2:18][C:19]1[CH:24]=[CH:23][CH:22]=[CH:21][C:20]=1[OH:25])[CH2:8][C:9]1[CH:14]=[CH:13][CH:12]=[C:11]([CH2:15][CH2:16][OH:17])[CH:10]=1)([CH3:4])([CH3:3])[CH3:2].[H-].[Na+].[CH3:29][O:30][CH2:31]Cl. Given the product [C:1]([O:5][C:6](=[O:26])[N:7]([CH2:8][C:9]1[CH:14]=[CH:13][CH:12]=[C:11]([CH2:15][CH2:16][OH:17])[CH:10]=1)[CH2:18][C:19]1[CH:24]=[CH:23][CH:22]=[CH:21][C:20]=1[O:25][CH2:29][O:30][CH3:31])([CH3:4])([CH3:2])[CH3:3], predict the reactants needed to synthesize it. (2) The reactants are: [F:1][C:2]1[CH:23]=[CH:22][CH:21]=[C:20]([F:24])[C:3]=1[CH2:4][O:5][C:6]1[N:11]2[N:12]=[C:13]([CH3:18])[C:14]([C:15]([OH:17])=[O:16])=[C:10]2[CH:9]=[C:8]([CH3:19])[CH:7]=1.[NH2:25][CH2:26][C:27]([NH2:30])([CH3:29])[CH3:28].C(N(CC)C(C)C)(C)C.CN(C(ON1N=NC2C=CC=NC1=2)=[N+](C)C)C.F[P-](F)(F)(F)(F)F. Given the product [CH:15]([OH:17])=[O:16].[NH2:30][C:27]([CH3:29])([CH3:28])[CH2:26][NH:25][C:15]([C:14]1[C:13]([CH3:18])=[N:12][N:11]2[C:6]([O:5][CH2:4][C:3]3[C:2]([F:1])=[CH:23][CH:22]=[CH:21][C:20]=3[F:24])=[CH:7][C:8]([CH3:19])=[CH:9][C:10]=12)=[O:17], predict the reactants needed to synthesize it.